Dataset: Reaction yield outcomes from USPTO patents with 853,638 reactions. Task: Predict the reaction yield, written as a fraction of the theoretical maximum amount of product (1.0 means a 100% yield; for example, 0.34 means a 34% yield). (1) The reactants are C([O:3][C:4](=O)[CH2:5][C:6]([CH:9]1[CH2:11][CH2:10]1)([CH3:8])[CH3:7])C.[H-].[H-].[H-].[H-].[Li+].[Al+3]. The catalyst is O1CCCC1. The product is [CH:9]1([C:6]([CH3:8])([CH3:7])[CH2:5][CH2:4][OH:3])[CH2:11][CH2:10]1. The yield is 0.460. (2) The reactants are [CH3:1][C:2]1[O:6][C:5]([C:7]2[CH:12]=[CH:11][CH:10]=[CH:9][CH:8]=2)=[N:4][C:3]=1[CH2:13][CH2:14][OH:15].[C:16]1([CH3:36])[CH:21]=[CH:20][C:19]([S:22](O[S:22]([C:19]2[CH:20]=[CH:21][C:16]([CH3:36])=[CH:17][CH:18]=2)(=[O:24])=[O:23])(=[O:24])=[O:23])=[CH:18][CH:17]=1. The catalyst is N1C=CC=CC=1. The product is [CH3:36][C:16]1[CH:21]=[CH:20][C:19]([S:22]([O:15][CH2:14][CH2:13][C:3]2[N:4]=[C:5]([C:7]3[CH:12]=[CH:11][CH:10]=[CH:9][CH:8]=3)[O:6][C:2]=2[CH3:1])(=[O:24])=[O:23])=[CH:18][CH:17]=1. The yield is 0.860. (3) The reactants are [N:1]1[CH:6]=[CH:5][N:4]=[CH:3][C:2]=1[C:7]12[CH2:14][NH:13][CH2:12][CH:11]1[CH2:10][O:9][NH:8]2.Cl[C:16]1[N:21]=[C:20]([O:22][CH3:23])[C:19]([F:24])=[C:18]([CH3:25])[N:17]=1.C(N(C(C)C)CC)(C)C. The catalyst is O1CCOCC1. The product is [F:24][C:19]1[C:20]([O:22][CH3:23])=[N:21][C:16]([N:13]2[CH2:12][CH:11]3[C:7]([C:2]4[CH:3]=[N:4][CH:5]=[CH:6][N:1]=4)([NH:8][O:9][CH2:10]3)[CH2:14]2)=[N:17][C:18]=1[CH3:25]. The yield is 0.380. (4) The reactants are CO[C:3](=[O:22])[C:4]1[CH:9]=[CH:8][C:7]([O:10][CH2:11][C:12]2[C:13]([CH2:18][CH2:19][CH2:20][CH3:21])=[N:14][O:15][C:16]=2[CH3:17])=[N:6][CH:5]=1.[NH2:23][C:24]([CH3:28])([CH3:27])[CH2:25][OH:26]. No catalyst specified. The product is [CH2:18]([C:13]1[C:12]([CH2:11][O:10][C:7]2[CH:8]=[CH:9][C:4]([C:3]([NH:23][C:24]([CH3:28])([CH3:27])[CH2:25][OH:26])=[O:22])=[CH:5][N:6]=2)=[C:16]([CH3:17])[O:15][N:14]=1)[CH2:19][CH2:20][CH3:21]. The yield is 0.290. (5) The reactants are N[CH2:2][C:3]1[CH:8]=[CH:7][C:6]([NH:9][C:10]([CH2:12][CH2:13][N:14]2[CH2:19][CH2:18][CH:17]([O:20][C:21](=[O:35])[NH:22][C:23]3[CH:28]=[CH:27][CH:26]=[CH:25][C:24]=3[C:29]3[CH:34]=[CH:33][CH:32]=[CH:31][CH:30]=3)[CH2:16][CH2:15]2)=[O:11])=[CH:5][CH:4]=1.NC1C=CC(C[OH:42])=CC=1.CN(C(ON1N=NC2C=CC=NC1=2)=[N+](C)C)C.F[P-](F)(F)(F)(F)F.CCN(C(C)C)C(C)C.CS(C)=O. The catalyst is C(Cl)Cl. The product is [CH:2]([C:3]1[CH:8]=[CH:7][C:6]([NH:9][C:10]([CH2:12][CH2:13][N:14]2[CH2:19][CH2:18][CH:17]([O:20][C:21](=[O:35])[NH:22][C:23]3[CH:28]=[CH:27][CH:26]=[CH:25][C:24]=3[C:29]3[CH:30]=[CH:31][CH:32]=[CH:33][CH:34]=3)[CH2:16][CH2:15]2)=[O:11])=[CH:5][CH:4]=1)=[O:42]. The yield is 0.660.